Dataset: Forward reaction prediction with 1.9M reactions from USPTO patents (1976-2016). Task: Predict the product of the given reaction. (1) Given the reactants [I:1][C:2]1[N:7]2[N:8]=[C:9]([S:19][CH3:20])[C:10]([NH:11][C:12](=[O:18])[O:13][C:14]([CH3:17])([CH3:16])[CH3:15])=[C:6]2[CH:5]=[CH:4][CH:3]=1.[H-].[Na+].Br[CH2:24][CH:25]1[CH2:27][CH2:26]1.C(OCC)(=O)C, predict the reaction product. The product is: [CH:25]1([CH2:24][N:11]([C:10]2[C:9]([S:19][CH3:20])=[N:8][N:7]3[C:2]([I:1])=[CH:3][CH:4]=[CH:5][C:6]=23)[C:12](=[O:18])[O:13][C:14]([CH3:16])([CH3:17])[CH3:15])[CH2:27][CH2:26]1. (2) Given the reactants [CH2:1]([O:3][C:4]([C:6]1[S:7][C:8](S(C)(=O)=O)=[C:9]2[C:17]3[N:16]([CH3:18])[N:15]=[CH:14][C:13]=3[CH2:12][CH2:11][C:10]=12)=[O:5])[CH3:2].[N:23]1[CH:28]=[CH:27][C:26]([CH2:29][OH:30])=[CH:25][CH:24]=1.[H-].[Na+], predict the reaction product. The product is: [CH3:18][N:16]1[C:17]2[C:9]3=[C:8]([O:30][CH2:29][C:26]4[CH:27]=[CH:28][N:23]=[CH:24][CH:25]=4)[S:7][C:6]([C:4]([O:3][CH2:1][CH3:2])=[O:5])=[C:10]3[CH2:11][CH2:12][C:13]=2[CH:14]=[N:15]1. (3) Given the reactants [Br:1][C:2]1[N:3]=[C:4]([Cl:16])[C:5]([NH:8][NH:9]C(=O)C(F)(F)F)=[N:6][CH:7]=1.Cl, predict the reaction product. The product is: [Br:1][C:2]1[N:3]=[C:4]([Cl:16])[C:5]([NH:8][NH2:9])=[N:6][CH:7]=1. (4) The product is: [CH3:1][N:2]1[C:13]2[C:12]3[C:8](=[N:9][NH:10][CH:11]=3)[CH:7]=[CH:6][C:5]=2[C:4]([C:14]([NH2:23])=[O:16])=[CH:3]1. Given the reactants [CH3:1][N:2]1[C:13]2[C:5](=[CH:6][CH:7]=[C:8]3[C:12]=2[CH:11]=[N:10][NH:9]3)[C:4]([C:14]([OH:16])=O)=[CH:3]1.C1C=CC2N(O)N=[N:23]C=2C=1.N.CN(C(ON1N=NC2C=CC=CC1=2)=[N+](C)C)C.[B-](F)(F)(F)F.CCN(C(C)C)C(C)C, predict the reaction product.